Dataset: Forward reaction prediction with 1.9M reactions from USPTO patents (1976-2016). Task: Predict the product of the given reaction. (1) Given the reactants [Cl:1][C:2]1[CH:7]=[CH:6][C:5]([N:8]2[CH:12]=[CH:11][C:10]([C:13]([F:16])([F:15])[F:14])=[C:9]2[CH2:17][O:18][C:19]2[C:24](F)=[CH:23][C:22]([CH2:26][CH2:27][C:28](OCC)=[O:29])=[CH:21][C:20]=2F)=[CH:4][CH:3]=1.[H-].[H-].[H-].[H-].[Li+].[Al+3].[C:40]([CH:43](C(C([O-])=O)O)O)([O-])=O.[K+].[Na+].C(OCC)C, predict the reaction product. The product is: [Cl:1][C:2]1[CH:3]=[CH:4][C:5]([N:8]2[CH:12]=[CH:11][C:10]([C:13]([F:14])([F:16])[F:15])=[C:9]2[CH2:17][O:18][C:19]2[CH:24]=[CH:23][C:22]([CH2:26][CH2:27][CH2:28][OH:29])=[C:21]([CH3:20])[C:40]=2[CH3:43])=[CH:6][CH:7]=1. (2) The product is: [I:1][C:2]1[O:3][CH:4]=[CH:5][C:6]=1[C:7]([Cl:12])=[O:9]. Given the reactants [I:1][C:2]1[O:3][CH:4]=[CH:5][C:6]=1[C:7]([OH:9])=O.S(Cl)([Cl:12])=O, predict the reaction product. (3) Given the reactants Br[CH2:2][C:3]#[N:4].C(N(CC)C(C)C)(C)C.[N:14]([CH2:17][CH:18]([S:32][S:33][CH3:34])[CH2:19][C@H:20]([NH:24][C:25]([O:27][C:28]([CH3:31])([CH3:30])[CH3:29])=[O:26])[C:21]([OH:23])=[O:22])=[N+:15]=[N-:16], predict the reaction product. The product is: [C:3]([CH2:2][O:23][C:21](=[O:22])[C@@H:20]([NH:24][C:25]([O:27][C:28]([CH3:30])([CH3:29])[CH3:31])=[O:26])[CH2:19][CH:18]([S:32][S:33][CH3:34])[CH2:17][N:14]=[N+:15]=[N-:16])#[N:4]. (4) Given the reactants [Na].[CH2:2]([OH:14])[CH2:3][O:4][CH2:5][CH2:6][O:7][CH2:8][CH2:9][O:10][CH2:11][CH2:12][OH:13].[C:15]([O:19][C:20]([CH3:23])([CH3:22])[CH3:21])(=[O:18])[CH:16]=[CH2:17].[Cl-].[NH4+], predict the reaction product. The product is: [C:20]([O:19][C:15]([CH2:16][CH2:17][O:13][CH2:12][CH2:11][O:10][CH2:9][CH2:8][O:7][CH2:6][CH2:5][O:4][CH2:3][CH2:2][O:14][CH2:17][CH2:16][C:15]([O:19][C:20]([CH3:23])([CH3:22])[CH3:21])=[O:18])=[O:18])([CH3:23])([CH3:22])[CH3:21].